From a dataset of Reaction yield outcomes from USPTO patents with 853,638 reactions. Predict the reaction yield, written as a fraction of the theoretical maximum amount of product (1.0 means a 100% yield; for example, 0.34 means a 34% yield). (1) The product is [C:1]([NH:8][C@H:9]([C:13]([O:15][CH2:32][C@H:33]([CH2:46][CH2:47][O:48][C:49](=[O:67])[CH2:50][CH2:51][CH2:52][CH2:53][CH2:54][CH2:55][CH2:56][CH2:57][CH2:58][CH2:59][CH2:60][CH2:61][CH2:62][CH2:63][CH2:64][CH2:65][CH3:66])[CH2:34][N:35]1[CH:43]=[N:42][C:41]2[C:40](=[O:44])[NH:39][C:38]([NH2:45])=[N:37][C:36]1=2)=[O:14])[CH:10]([CH3:11])[CH3:12])([O:3][C:4]([CH3:5])([CH3:7])[CH3:6])=[O:2]. The catalyst is ClCCl.CN(C)C1C=CN=CC=1. The yield is 0.390. The reactants are [C:1]([NH:8][C@H:9]([C:13]([OH:15])=[O:14])[CH:10]([CH3:12])[CH3:11])([O:3][C:4]([CH3:7])([CH3:6])[CH3:5])=[O:2].C1(N=C=NC2CCCCC2)CCCCC1.O[CH2:32][C@H:33]([CH2:46][CH2:47][O:48][C:49](=[O:67])[CH2:50][CH2:51][CH2:52][CH2:53][CH2:54][CH2:55][CH2:56][CH2:57][CH2:58][CH2:59][CH2:60][CH2:61][CH2:62][CH2:63][CH2:64][CH2:65][CH3:66])[CH2:34][N:35]1[CH:43]=[N:42][C:41]2[C:40](=[O:44])[NH:39][C:38]([NH2:45])=[N:37][C:36]1=2.CN(C)C=O. (2) The reactants are [CH3:1][O:2][C:3]([CH:5]1[CH:9](O)[CH:8]([CH:11]([CH3:13])[CH3:12])[CH2:7][N:6]1[S:14]([C:17]1[CH:22]=[CH:21][C:20]([CH3:23])=[CH:19][CH:18]=1)(=[O:16])=[O:15])=[O:4].O=P(Cl)(Cl)Cl. The catalyst is N1C=CC=CC=1.C(OCC)C. The product is [CH3:1][O:2][C:3]([C:5]1[N:6]([S:14]([C:17]2[CH:22]=[CH:21][C:20]([CH3:23])=[CH:19][CH:18]=2)(=[O:15])=[O:16])[CH2:7][CH:8]([CH:11]([CH3:13])[CH3:12])[CH:9]=1)=[O:4]. The yield is 0.680. (3) The reactants are Cl.[NH2:2][OH:3].C[O-].[Na+].CO.C[O:10][C:11](=O)[C@@H:12]([NH:16][C:17](=[O:39])[C:18]1[CH:23]=[CH:22][C:21]([S:24][CH2:25][C:26]2[CH:31]=[CH:30][C:29]([CH2:32][N:33]3[CH2:38][CH2:37][O:36][CH2:35][CH2:34]3)=[CH:28][CH:27]=2)=[CH:20][CH:19]=1)[C@H:13]([OH:15])[CH3:14].Cl. The catalyst is CO.C1COCC1.CO. The product is [OH:15][C@H:13]([CH3:14])[C@H:12]([NH:16][C:17](=[O:39])[C:18]1[CH:23]=[CH:22][C:21]([S:24][CH2:25][C:26]2[CH:27]=[CH:28][C:29]([CH2:32][N:33]3[CH2:34][CH2:35][O:36][CH2:37][CH2:38]3)=[CH:30][CH:31]=2)=[CH:20][CH:19]=1)[C:11](=[O:10])[NH:2][OH:3]. The yield is 0.500.